This data is from Forward reaction prediction with 1.9M reactions from USPTO patents (1976-2016). The task is: Predict the product of the given reaction. (1) Given the reactants [C:1]([C:5]1[CH:43]=[CH:42][C:8]2[C:9](=[O:41])[N:10]([C:14]3[CH:21]=[CH:20][CH:19]=[C:18]([C:22]4[CH:27]=[C:26]([NH:28][C:29]5[CH:34]=[CH:33][C:32]([S:35]([CH3:38])(=[O:37])=[O:36])=[CH:31][N:30]=5)[C:25](=[O:39])[N:24]([CH3:40])[N:23]=4)[C:15]=3[CH:16]=[O:17])[CH2:11][CH2:12][O:13][C:7]=2[CH:6]=1)([CH3:4])([CH3:3])[CH3:2].[BH4-].[Na+], predict the reaction product. The product is: [C:1]([C:5]1[CH:43]=[CH:42][C:8]2[C:9](=[O:41])[N:10]([C:14]3[CH:21]=[CH:20][CH:19]=[C:18]([C:22]4[CH:27]=[C:26]([NH:28][C:29]5[CH:34]=[CH:33][C:32]([S:35]([CH3:38])(=[O:37])=[O:36])=[CH:31][N:30]=5)[C:25](=[O:39])[N:24]([CH3:40])[N:23]=4)[C:15]=3[CH2:16][OH:17])[CH2:11][CH2:12][O:13][C:7]=2[CH:6]=1)([CH3:4])([CH3:2])[CH3:3]. (2) Given the reactants [CH3:1][O:2][C:3]1[CH:23]=[CH:22][C:6]([CH2:7][N:8]2[CH2:13][CH2:12][CH:11]([C:14]3[CH:15]=[C:16]([CH:19]=[CH:20][CH:21]=3)[CH2:17][NH2:18])[CH2:10][CH2:9]2)=[CH:5][CH:4]=1.Cl.N(CC1C=C(C2CCNCC2)C=CC=1)=[N+]=[N-].COC1C=CC(C=O)=CC=1.[CH3:51][S:52][C:53]1[CH:61]=[CH:60][C:56]([C:57](O)=[O:58])=[CH:55][CH:54]=1.N=C=N.ON1C2C=CC=CC=2N=N1, predict the reaction product. The product is: [CH3:1][O:2][C:3]1[CH:4]=[CH:5][C:6]([CH2:7][N:8]2[CH2:13][CH2:12][CH:11]([C:14]3[CH:15]=[C:16]([CH:19]=[CH:20][CH:21]=3)[CH2:17][NH:18][C:57](=[O:58])[C:56]3[CH:60]=[CH:61][C:53]([S:52][CH3:51])=[CH:54][CH:55]=3)[CH2:10][CH2:9]2)=[CH:22][CH:23]=1. (3) Given the reactants COC1C=CC([CH2:9][CH2:10][N:11]([C@H:26]2[CH2:31][CH2:30][C@H:29]([CH3:32])[CH2:28][CH2:27]2)[C:12](=[O:25])[NH:13][C:14]2[S:15][C:16]([S:19]([CH2:21][C:22]([OH:24])=[O:23])=[O:20])=[CH:17][N:18]=2)=CC=1.[CH2:33]([O:40]CCN(C1CCC(C)CC1)C(=O)NC1SC(SCC(O)=O)=CN=1)[C:34]1[CH:39]=[CH:38][CH:37]=[CH:36][CH:35]=1, predict the reaction product. The product is: [CH2:33]([O:40][CH2:9][CH2:10][N:11]([C@H:26]1[CH2:31][CH2:30][C@H:29]([CH3:32])[CH2:28][CH2:27]1)[C:12](=[O:25])[NH:13][C:14]1[S:15][C:16]([S:19]([CH2:21][C:22]([OH:24])=[O:23])=[O:20])=[CH:17][N:18]=1)[C:34]1[CH:39]=[CH:38][CH:37]=[CH:36][CH:35]=1. (4) Given the reactants [Cl:1][C:2]1[CH:7]=[CH:6][CH:5]=[C:4]([F:8])[C:3]=1[C:9]1[N:10]=[C:11]2[CH:16]=[CH:15][CH:14]=[C:13](F)[N:12]2[C:18]=1[NH:19][C:20]1[CH:29]=[CH:28][C:23]2[O:24][CH2:25][CH2:26][O:27][C:22]=2[CH:21]=1, predict the reaction product. The product is: [Cl:1][C:2]1[CH:7]=[CH:6][CH:5]=[C:4]([F:8])[C:3]=1[C:9]1[N:10]=[C:11]2[CH:16]=[CH:15][CH:14]=[C:13]([O:24][CH:23]([CH3:28])[CH3:22])[N:12]2[C:18]=1[NH:19][C:20]1[CH:29]=[CH:28][C:23]2[O:24][CH2:25][CH2:26][O:27][C:22]=2[CH:21]=1.